Dataset: Reaction yield outcomes from USPTO patents with 853,638 reactions. Task: Predict the reaction yield, written as a fraction of the theoretical maximum amount of product (1.0 means a 100% yield; for example, 0.34 means a 34% yield). (1) The yield is 0.650. The catalyst is N1C=CC=CC=1. The reactants are [NH2:1][CH2:2][C:3]1[CH:8]=[CH:7][C:6]([C:9]([NH:11][C:12]2[CH:17]=[CH:16][CH:15]=[CH:14][C:13]=2[C:18](=[O:27])[NH:19][C:20]2[CH:25]=[CH:24][C:23]([Cl:26])=[CH:22][N:21]=2)=[O:10])=[CH:5][CH:4]=1.[CH3:28][N:29]1[CH2:33][CH2:32][N:31]=[C:30]1SC.CCN(CC)CC. The product is [Cl:26][C:23]1[CH:24]=[CH:25][C:20]([NH:19][C:18]([C:13]2[CH:14]=[CH:15][CH:16]=[CH:17][C:12]=2[NH:11][C:9]([C:6]2[CH:5]=[CH:4][C:3]([CH2:2][NH:1][C:30]3[N:29]([CH3:28])[CH2:33][CH2:32][N:31]=3)=[CH:8][CH:7]=2)=[O:10])=[O:27])=[N:21][CH:22]=1. (2) The reactants are CON(C)[C:4]([C:6]1[CH:7]=[CH:8][C:9]2[N:10]([C:12]([S:15][C:16]3[CH:17]=[C:18]4[C:23](=[CH:24][CH:25]=3)[N:22]=[CH:21][C:20]([N:26]3[CH2:31][CH2:30][O:29][CH2:28][CH2:27]3)=[CH:19]4)=[N:13][N:14]=2)[N:11]=1)=[O:5].[CH3:33][Mg]Br.N#N. The catalyst is C1COCC1. The product is [N:26]1([C:20]2[CH:21]=[N:22][C:23]3[C:18]([CH:19]=2)=[CH:17][C:16]([S:15][C:12]2[N:10]4[N:11]=[C:6]([C:4](=[O:5])[CH3:33])[CH:7]=[CH:8][C:9]4=[N:14][N:13]=2)=[CH:25][CH:24]=3)[CH2:27][CH2:28][O:29][CH2:30][CH2:31]1. The yield is 0.410.